From a dataset of Full USPTO retrosynthesis dataset with 1.9M reactions from patents (1976-2016). Predict the reactants needed to synthesize the given product. (1) Given the product [C:16]([O:20][C:21]([N:23]([C@@H:25]1[CH2:29][CH2:28][N:27]([S:12]([C:10]2[C:11]3[C:2]([Cl:1])=[CH:3][N:4]=[CH:5][C:6]=3[CH:7]=[CH:8][CH:9]=2)(=[O:14])=[O:13])[CH2:26]1)[CH3:24])=[O:22])([CH3:19])([CH3:17])[CH3:18].[Cl:1][C:2]1[C:11]2[C:10]([S:12]([N:55]3[CH2:56][CH2:57][C@@H:53]([NH:52][CH3:50])[CH2:54]3)(=[O:14])=[O:13])=[CH:9][CH:8]=[CH:7][C:6]=2[CH:5]=[N:4][CH:3]=1.[ClH:44], predict the reactants needed to synthesize it. The reactants are: [Cl:1][C:2]1[C:11]2[C:10]([S:12](Cl)(=[O:14])=[O:13])=[CH:9][CH:8]=[CH:7][C:6]=2[CH:5]=[N:4][CH:3]=1.[C:16]([O:20][C:21]([N:23]([C@@H:25]1[CH2:29][CH2:28][NH:27][CH2:26]1)[CH3:24])=[O:22])([CH3:19])([CH3:18])[CH3:17].BrC1C2C(S([Cl:44])(=O)=O)=CC=CC=2C=NC=1.C(O[C:50]([NH:52][CH:53]1[CH2:57][CH2:56][NH:55][CH2:54]1)=O)(C)(C)C. (2) Given the product [CH2:1]([N:3]([CH2:6][C:7]1[CH:8]=[CH:9][C:10]([NH:11]/[CH:15]=[C:16]2\[C:17](=[O:43])[NH:18][C:19]3[C:24]\2=[CH:23][CH:22]=[C:21]([C:25]([C:27]2[CH:28]=[C:29]([NH:33][C:34]([C:36]4[N:40]([CH3:41])[N:39]=[C:38]([CH3:42])[CH:37]=4)=[O:35])[CH:30]=[CH:31][CH:32]=2)=[O:26])[CH:20]=3)=[CH:12][CH:13]=1)[CH2:4][CH3:5])[CH3:2], predict the reactants needed to synthesize it. The reactants are: [CH2:1]([N:3]([CH2:6][C:7]1[CH:13]=[CH:12][C:10]([NH2:11])=[CH:9][CH:8]=1)[CH2:4][CH3:5])[CH3:2].O[CH:15]=[C:16]1[C:24]2[C:19](=[CH:20][C:21]([C:25]([C:27]3[CH:28]=[C:29]([NH:33][C:34]([C:36]4[N:40]([CH3:41])[N:39]=[C:38]([CH3:42])[CH:37]=4)=[O:35])[CH:30]=[CH:31][CH:32]=3)=[O:26])=[CH:22][CH:23]=2)[NH:18][C:17]1=[O:43]. (3) Given the product [Cl:1][C:2]1[CH:7]=[C:6]([NH:10][NH2:11])[CH:5]=[CH:4][N:3]=1, predict the reactants needed to synthesize it. The reactants are: [Cl:1][C:2]1[CH:7]=[C:6](I)[CH:5]=[CH:4][N:3]=1.O.[NH2:10][NH2:11].[OH-].[Na+]. (4) The reactants are: [F:1][C:2]1[C:7]2[N:8]=[C:9]([CH3:11])[O:10][C:6]=2[C:5]2[NH:12][C:13](=[O:23])[N:14]([C:15]3[CH:20]=[CH:19][C:18]([I:21])=[CH:17][C:16]=3[F:22])[C:4]=2[C:3]=1[F:24].[CH3:25][N:26]([CH3:31])[S:27](Cl)(=[O:29])=[O:28]. Given the product [CH3:25][N:26]([CH3:31])[S:27]([N:12]1[C:5]2[C:6]3[O:10][C:9]([CH3:11])=[N:8][C:7]=3[C:2]([F:1])=[C:3]([F:24])[C:4]=2[N:14]([C:15]2[CH:20]=[CH:19][C:18]([I:21])=[CH:17][C:16]=2[F:22])[C:13]1=[O:23])(=[O:29])=[O:28], predict the reactants needed to synthesize it.